From a dataset of Catalyst prediction with 721,799 reactions and 888 catalyst types from USPTO. Predict which catalyst facilitates the given reaction. (1) The catalyst class is: 80. Product: [NH2:5][C:4]1[C:3]2[C:2](=[CH:9][CH:8]=[CH:7][C:6]=2[O:10][C:11]2[CH:16]=[CH:15][C:14]([F:17])=[CH:13][CH:12]=2)[N:24]=[CH:22][N:23]=1. Reactant: F[C:2]1[CH:9]=[CH:8][CH:7]=[C:6]([O:10][C:11]2[CH:16]=[CH:15][C:14]([F:17])=[CH:13][CH:12]=2)[C:3]=1[C:4]#[N:5].C(O)(=O)C.[CH:22]([NH2:24])=[NH:23]. (2) Reactant: [N+:1]([C:4]1[CH:9]=[CH:8][CH:7]=[CH:6][C:5]=1[OH:10])([O-:3])=[O:2].Br[CH2:12][CH2:13][O:14][CH3:15].C([O-])([O-])=O.[K+].[K+]. Product: [CH3:15][O:14][CH2:13][CH2:12][O:10][C:5]1[CH:6]=[CH:7][CH:8]=[CH:9][C:4]=1[N+:1]([O-:3])=[O:2]. The catalyst class is: 573. (3) Reactant: [C:1]([O:5][C:6]([N:8]([CH2:20][C:21]([O:23][C:24]([CH3:27])([CH3:26])[CH3:25])=[O:22])[C:9]1[CH:14]=[CH:13][CH:12]=[C:11]([C:15](OCC)=[O:16])[N:10]=1)=[O:7])([CH3:4])([CH3:3])[CH3:2].[Cl-].[Ca+2].[Cl-].[BH4-].[Na+].COCCOCCOCCOCCOC.C(O)(=O)C. Product: [C:1]([O:5][C:6]([N:8]([CH2:20][C:21]([O:23][C:24]([CH3:27])([CH3:26])[CH3:25])=[O:22])[C:9]1[CH:14]=[CH:13][CH:12]=[C:11]([CH2:15][OH:16])[N:10]=1)=[O:7])([CH3:4])([CH3:3])[CH3:2]. The catalyst class is: 40. (4) Reactant: [C:1]1([CH:7]2[CH2:16][C:15]3[C:14]([NH2:17])=[N:13][CH:12]=[CH:11][C:10]=3[CH2:9][CH2:8]2)[CH:6]=[CH:5][CH:4]=[CH:3][CH:2]=1.[Br:18]N1C(=O)CCC1=O.[Cl-].[NH4+].C(OCC)(=O)C. Product: [Br:18][C:11]1[C:10]2[CH2:9][CH2:8][CH:7]([C:1]3[CH:6]=[CH:5][CH:4]=[CH:3][CH:2]=3)[CH2:16][C:15]=2[C:14]([NH2:17])=[N:13][CH:12]=1. The catalyst class is: 10. (5) Reactant: [F:1][C:2]1[C:7]([F:8])=[CH:6][CH:5]=[CH:4][C:3]=1[C:9]1[C:17]2[N:13]([C:14]([C:26]3[CH:31]=[CH:30][CH:29]=[CH:28][CH:27]=3)=[C:15]3[C:21](=[O:22])[N:20]([CH3:23])[C:19](=[O:24])[N:18]([CH3:25])[C:16]3=2)[CH2:12][CH2:11][CH:10]=1.C([O-])=O.[NH4+]. Product: [F:1][C:2]1[C:7]([F:8])=[CH:6][CH:5]=[CH:4][C:3]=1[CH:9]1[C:17]2[N:13]([C:14]([C:26]3[CH:27]=[CH:28][CH:29]=[CH:30][CH:31]=3)=[C:15]3[C:21](=[O:22])[N:20]([CH3:23])[C:19](=[O:24])[N:18]([CH3:25])[C:16]3=2)[CH2:12][CH2:11][CH2:10]1. The catalyst class is: 256.